Dataset: Reaction yield outcomes from USPTO patents with 853,638 reactions. Task: Predict the reaction yield, written as a fraction of the theoretical maximum amount of product (1.0 means a 100% yield; for example, 0.34 means a 34% yield). (1) The reactants are [NH:1]1[CH2:6][C:5](=[O:7])[NH:4][CH2:3][C:2]1=[O:8].[C:9]([O-:12])(=O)[CH3:10].[Na+].[C:14](OC(=O)C)(=[O:16])[CH3:15]. No catalyst specified. The product is [C:14]([N:1]1[CH2:6][C:5](=[O:7])[N:4]([C:9](=[O:12])[CH3:10])[CH2:3][C:2]1=[O:8])(=[O:16])[CH3:15]. The yield is 0.610. (2) The reactants are [Br:1][C:2]1[CH:3]=[C:4]2[C:8](=[CH:9][CH:10]=1)[C:7](=[O:11])[CH2:6][CH2:5]2.C1COCC1.B1(C)OC(C2C=CC=CC=2)(C2C=CC=CC=2)[C@@H]2N1CCC2.B.CSC. The catalyst is C(Cl)(Cl)Cl.CCCCCC. The product is [Br:1][C:2]1[CH:3]=[C:4]2[C:8](=[CH:9][CH:10]=1)[C@@H:7]([OH:11])[CH2:6][CH2:5]2. The yield is 0.440.